From a dataset of Catalyst prediction with 721,799 reactions and 888 catalyst types from USPTO. Predict which catalyst facilitates the given reaction. (1) The catalyst class is: 266. Reactant: C1(C)C=C(C)C=C(C)C=1Br.[Li]C(C)(C)C.[CH3:16][O:17][C:18]1[CH:27]=[CH:26][C:25]2[C:20](=[CH:21][CH:22]=[CH:23][CH:24]=2)[N:19]=1.CON(C)[C:31](=[O:41])[CH2:32][NH:33][C:34](=[O:40])[O:35][C:36]([CH3:39])([CH3:38])[CH3:37]. Product: [CH3:16][O:17][C:18]1[C:27]([C:31](=[O:41])[CH2:32][NH:33][C:34](=[O:40])[O:35][C:36]([CH3:37])([CH3:38])[CH3:39])=[CH:26][C:25]2[C:20](=[CH:21][CH:22]=[CH:23][CH:24]=2)[N:19]=1. (2) Reactant: [CH2:1]([O:8][C:9]1[CH:14]=[CH:13][N:12]([CH2:15][C:16]2[CH:21]=[CH:20][CH:19]=[C:18]([F:22])[CH:17]=2)[C:11](=[O:23])[C:10]=1[C:24]#[C:25][Si](C)(C)C)[C:2]1[CH:7]=[CH:6][CH:5]=[CH:4][CH:3]=1.[F-].C([N+](CCCC)(CCCC)CCCC)CCC. Product: [CH2:1]([O:8][C:9]1[CH:14]=[CH:13][N:12]([CH2:15][C:16]2[CH:21]=[CH:20][CH:19]=[C:18]([F:22])[CH:17]=2)[C:11](=[O:23])[C:10]=1[C:24]#[CH:25])[C:2]1[CH:7]=[CH:6][CH:5]=[CH:4][CH:3]=1. The catalyst class is: 10. (3) Reactant: [C:1]1([C:11]2[CH:12]([C:18]3[CH:23]=[CH:22][N:21]=[CH:20][CH:19]=3)[CH2:13][C:14](=[O:17])[NH:15][N:16]=2)[C:10]2[C:5](=[CH:6][CH:7]=[CH:8][CH:9]=2)[CH:4]=[CH:3][CH:2]=1.BrBr.[OH-].[Na+]. Product: [C:1]1([C:11]2[N:16]=[N:15][C:14]([OH:17])=[CH:13][C:12]=2[C:18]2[CH:19]=[CH:20][N:21]=[CH:22][CH:23]=2)[C:10]2[C:5](=[CH:6][CH:7]=[CH:8][CH:9]=2)[CH:4]=[CH:3][CH:2]=1. The catalyst class is: 15.